This data is from Experimentally validated miRNA-target interactions with 360,000+ pairs, plus equal number of negative samples. The task is: Binary Classification. Given a miRNA mature sequence and a target amino acid sequence, predict their likelihood of interaction. (1) The miRNA is hsa-miR-548w with sequence AAAAGUAACUGCGGUUUUUGCCU. The protein sequence of the target gene is MALRVTRNSKINAENKAKINMAGAKRVPTAPAATSKPGLRPRTALGDIGNKVSEQLQAKMPMKKEAKPSATGKVIDKKLPKPLEKVPMLVPVPVSEPVPEPEPEPEPEPVKEEKLSPEPILVDTASPSPMETSGCAPAEEDLCQAFSDVILAVNDVDAEDGADPNLCSEYVKDIYAYLRQLEEEQAVRPKYLLGREVTGNMRAILIDWLVQVQMKFRLLQETMYMTVSIIDRFMQNNCVPKKMLQLVGVTAMFIASKYEEMYPPEIGDFAFVTDNTYTKHQIRQMEMKILRALNFGLGRP.... Result: 1 (interaction). (2) The miRNA is hsa-miR-612 with sequence GCUGGGCAGGGCUUCUGAGCUCCUU. The protein sequence of the target gene is MSFVAGVIRRLDETVVNRIAAGEVIQRPANAIKEMIENCLDAKSTSIQVIVKEGGLKLIQIQDNGTGIRKEDLDIVCERFTTSKLQSFEDLASISTYGFRGEALASISHVAHVTITTKTADGKCAYRASYSDGKLKAPPKPCAGNQGTQITVEDLFYNIATRRKALKNPSEEYGKILEVVGRYSVHNAGISFSVKKQGETVADVRTLPNASTVDNIRSIFGNAVSRELIEIGCEDKTLAFKMNGYISNANYSVKKCIFLLFINHRLVESTSLRKAIETVYAAYLPKNTHPFLYLSLEISP.... Result: 1 (interaction). (3) The miRNA is mmu-miR-297b-3p with sequence UAUACAUACACACAUACCCAUA. The protein sequence of the target gene is MCFRTKLSVSWVPLFLLLSRVFSTETDKPSAQDSRSRGSSGQPADLLQVLSAGDHPPHNHSRSLIKTLLEKTGCPRRRNGMQGDCNLCFEPDALLLIAGGNFEDQLREEVVQRVSLLLLYYIIHQEEICSSKLNMSNKEYKFYLHSLLSLRQDEDSSFLSQNETEDILAFTRQYFDTSQSQCMETKTLQKKSGIVSSEGANESTLPQLAAMIITLSLQGVCLGQGNLPSPDYFTEYIFSSLNRTNTLRLSELDQLLNTLWTRSTCIKNEKIHQFQRKQNNIITHDQDYSNFSSSMEKESE.... Result: 0 (no interaction). (4) The miRNA is cel-miR-1829b-5p with sequence AAGCGAUCUUCUAGAUGGUUGUA. The protein sequence of the target gene is MVVVTGREPDSRRQDGAMSSSDAEDDFLEPATPTATQAGHALPLLPQEFPEVVPLNIGGAHFTTRLSTLRCYEDTMLAAMFSGRHYIPTDSEGRYFIDRDGTHFGDVLNFLRSGDLPPRERVRAVYKEAQYYAIGPLLEQLENMQPLKGEKVRQAFLGLMPYYKDHLERIVEIARLRAVQRKARFAKLKVCVFKEEMPITPYECPLLNSLRFERSESDGQLFEHHCEVDVSFGPWEAVADVYDLLHCLVTDLSAQGLTVDHQCIGVCDKHLVNHYYCKRPIYEFKITWW. Result: 0 (no interaction). (5) The protein sequence of the target gene is MRVLSGTSLMLCSLLLLLQALCSPGLAPQSRGHLCRTRPTDLVFVVDSSRSVRPVEFEKVKVFLSQVIESLDVGPNATRVGMVNYASTVKQEFSLRAHVSKAALLQAVRRIQPLSTGTMTGLAIQFAITKAFGDAEGGRSRSPDISKVVIVVTDGRPQDSVQDVSARARASGVELFAIGVGSVDKATLRQIASEPQDEHVDYVESYSVIEKLSRKFQEAFCVVSDLCATGDHDCEQVCISSPGSYTCACHEGFTLNSDGKTCNVCSGGGGSSATDLVFLIDGSKSVRPENFELVKKFISQ.... The miRNA is hsa-miR-362-3p with sequence AACACACCUAUUCAAGGAUUCA. Result: 1 (interaction). (6) The miRNA is hsa-miR-6878-3p with sequence CUGGCCUCUUCUUUCUCCUAG. The protein sequence of the target gene is MSVTEEDLCHHMKVVVRVRPENTKEKAAGFHKVVHVVDKHILVFDPKQEEVSFFHGKKTTNQNVIKKQNKDLKFVFDAVFDETSTQSEVFEHTTKPILRSFLNGYNCTVLAYGATGAGKTHTMLGSADEPGVMYLTMLHLYKCMDEIKEEKICSTAVSYLEVYNEQIRDLLVNSGPLAVREDTQKGVVVHGLTLHQPKSSEEILHLLDNGNKNRTQHPTDMNATSSRSHAVFQIYLRQQDKTASINQNVRIAKMSLIDLAGSERASTSGAKGTRFVEGTNINRSLLALGNVINALADSKR.... Result: 0 (no interaction). (7) The miRNA is hsa-miR-6504-3p with sequence CAUUACAGCACAGCCAUUCU. The protein sequence of the target gene is MTLEEFSAAEQKTERMDTVGDALEEVLSKARSQRTITVGVYEAAKLLNVDPDNVVLCLLAADEDDDRDVALQIHFTLIRAFCCENDINILRVSNPGRLAELLLLENDAGPAESGGAAQTPDLHCVLVTNPHSSQWKDPALSQLICFCRESRYMDQWVPVINLPER. Result: 0 (no interaction). (8) The miRNA is hsa-miR-3167 with sequence AGGAUUUCAGAAAUACUGGUGU. The protein sequence of the target gene is MRRAAGMEDFSAEEEESWYDQQDLEQDLHLAAELGKTLLERNKELEGSLQQMYSTNEEQVQEIEYLTKQLDTLRHVNEQHAKVYEQLDLTARDLELTNHRLVLESKAAQQKIHGLTETIERLQAQVEELQAQVEQLRGLEQLRVLREKRERRRTIHTFPCLKELCTSPRCKDAFRLHSSSLELGPRPLEQENERLQTLVGALRSQVSQERQRKERAEREYTAVLQEYSELERQLCEMEACRLRVQELEAELLELQQMKQAKTYLLGPDDHLAEALLAPLTQAPEADDPQPGRGDDLGAQD.... Result: 0 (no interaction). (9) The miRNA is mmu-miR-1936 with sequence UAACUGACCUGCUGUGAACUGGC. The protein sequence of the target gene is MADVEDGEETCALASHSGSSGSKSGGDKMFSLKKWNAVAMWSWDVECDTCAICRVQVMDACLRCQAENKQEDCVVVWGECNHSFHNCCMSLWVKQNNRCPLCQQDWVVQRIGK. Result: 0 (no interaction). (10) Result: 0 (no interaction). The miRNA is hsa-miR-503-5p with sequence UAGCAGCGGGAACAGUUCUGCAG. The protein sequence of the target gene is MRTEAEAAGQPLEPGDFVQLPVPIIQQLYHWDCGLACSRMVLRYLGQLDDGEFENALQELQLTRSIWTIDLAYLMRHFGVRHRFCTQTLGVDKGYKNQSFYRKHFDTEETRVNQLFAQAKACKVQVEKCTVSVQDIQVHLAQGHVAIVLVNSGVLHCDLCSSPVKYCCFTPSGHRCFCRTPDYQGHFIVLRGYNRATGCIFYNNPAYADRMCSTSISNFEEARTSYGTDEDILFVYLDS.